From a dataset of CYP3A4 inhibition data for predicting drug metabolism from PubChem BioAssay. Regression/Classification. Given a drug SMILES string, predict its absorption, distribution, metabolism, or excretion properties. Task type varies by dataset: regression for continuous measurements (e.g., permeability, clearance, half-life) or binary classification for categorical outcomes (e.g., BBB penetration, CYP inhibition). Dataset: cyp3a4_veith. (1) The compound is COC(OC)[C@@H](C)[C@H](OC)[C@@H](C)[C@H](OC)c1ccccc1. The result is 0 (non-inhibitor). (2) The molecule is NS(=O)(=O)c1ccc(CCNC(=O)C2CCCN2C(=O)OCc2ccccc2)cc1. The result is 1 (inhibitor).